From a dataset of Aqueous solubility values for 9,982 compounds from the AqSolDB database. Regression/Classification. Given a drug SMILES string, predict its absorption, distribution, metabolism, or excretion properties. Task type varies by dataset: regression for continuous measurements (e.g., permeability, clearance, half-life) or binary classification for categorical outcomes (e.g., BBB penetration, CYP inhibition). For this dataset (solubility_aqsoldb), we predict Y. (1) The compound is CC12C=CC(=O)C=C1CCC1C2C(O)CC2(C)C1CC(O)C2(O)C(=O)CO. The Y is -2.66 log mol/L. (2) The molecule is CC(O)C(C)C=O. The Y is -0.491 log mol/L. (3) The molecule is [Fe+3].[Fe+3].[Mo].[Mo].[O-2].[O-2].[O-2].[O-2].[O-2].[O-2].[O-2].[O-2].[O-2]. The Y is -4.57 log mol/L. (4) The molecule is CCC(O)CO. The Y is 1.05 log mol/L. (5) The compound is O=C([O-])CCCC(=O)[O-].[Li+].[Li+]. The Y is 0.343 log mol/L. (6) The compound is NS(=O)(=O)c1ccc([O-])c(N=Nc2c(S(=O)(=O)[O-])cc3cc(Nc4ccc5c([O-])c(N=Nc6cc(S(N)(=O)=O)ccc6[O-])c(S(=O)(=O)[O-])cc5c4)ccc3c2[O-])c1.[Cu+2].[Cu+2].[Na+].[Na+]. The Y is -2.71 log mol/L. (7) The drug is CCOP(=S)(OCC)SCS(=O)(=O)CC. The Y is -2.53 log mol/L. (8) The drug is CC(=O)Nc1ccccc1. The Y is -1.33 log mol/L. (9) The molecule is Nc1cc(Cl)cc(Cl)c1. The Y is -2.32 log mol/L. (10) The compound is Nc1c2ccccc2nc2cccc(Cl)c12. The Y is -1.58 log mol/L.